From a dataset of Experimentally validated miRNA-target interactions with 360,000+ pairs, plus equal number of negative samples. Binary Classification. Given a miRNA mature sequence and a target amino acid sequence, predict their likelihood of interaction. (1) The miRNA is hsa-miR-548ay-3p with sequence CAAAACCGCGAUUACUCUUGCA. The protein sequence of the target gene is MYDPERRWSLSFAGCGFLGFYHVGATLCLSERAPHLLRDARTFFGCSAGALHAVTFVCSLPLGRIMEILMDLVRKARSRNIGTLHPFFNINKCIRDGLQESLPDNVHQVISGKVHISLTRVSDGENVLVSEFHSKDEVVDALVCSCFIPLFSGLIPPSFRGERYVDGGVSDNVPVLDAKTTITVSPFYGEHDICPKVKSTNFFHVNITNLSLRLCTGNLQLLTRALFPSDVKVMGELCYQGYLDAFRFLEENGICNGPQRSLSLSLVAPEACLENGKLVGDKVPVSLCFTDENIWETLSP.... Result: 0 (no interaction). (2) The miRNA is hsa-miR-4661-3p with sequence CAGGAUCCACAGAGCUAGUCCA. The protein sequence of the target gene is MLAVGPAMDRDYPQHEPPPAGSLLYSPPPLQSAMLHCPYWNTFSLPPYPAFSSDSRPFMSSASFLGSQPCPDTSYAPVATASSLPPKTCDFAQDSSYFEDFSNISIFSSSVDSLSDIVDTPDFLPADSLNQVSTIWDDNPAPSTHDKLFQLSRPFAGFEDFLPSHSTPLLVSYQEQSVQSQPEEEDEAEEEEAEELGHTETYADYVPSKSKIGKQHPDRVVETSTLSSVPPPDITYTLALPSDSGALSALQLEAITYACQQHEVLLPSGQRAGFLIGDGAGVGKGRTVAGVILENHLRGR.... Result: 0 (no interaction). (3) The miRNA is mmu-miR-652-3p with sequence AAUGGCGCCACUAGGGUUGUG. The protein sequence of the target gene is MEGSRPRSSLSLASSASTISSLSSLSPKKPTRAVNKIHAFGKRGNALRRDPNLPVHIRGWLHKQDSSGLRLWKRRWFVLSGHCLFYYKDSREESVLGSVLLPSYNIRPDGPGAPRGRRFTFTAEHPGMRTYVLAADTLEDLRGWLRALGRASRAEGDDYGQPRSPARPQPGEGPGGPGGPPEVSRGEEGRISESPEVTRLSRGRGRPRLLTPSPTTDLHSGLQMRRARSPDLFTPLSRPPSPLSLPRPRSAPARRPPAPSGDTAPPARPHTPLSRIDVRPPLDWGPQRQTLSRPPTPRRG.... Result: 0 (no interaction). (4) The miRNA is hsa-miR-20a-5p with sequence UAAAGUGCUUAUAGUGCAGGUAG. The protein sequence of the target gene is METKENRWVPVTVLPGCVGCRTVAALASWTVRDVKERIFAETGFPVSEQRLWRGGRELSDWIKIGDLTSKNCHLFVNLQSKGLKGGGRFGQTTPPLVDFLKDILRRYPEGGQILKELIQNAEDAGATEVKFLYDETQYGTETLWSKDMAPYQGPALYVYNNAVFTPEDWHGIQEIARSRKKDDPLKVGRFGIGFNSVYHITDVPCIFSGDQIGMLDPHQTLFGPHESGQCWNLKDDSKEISELSDQFAPFVGIFGSTKETFINGNFPGTFFRFPLRLQPSQLSSNLYNKQKVLELFESFR.... Result: 1 (interaction). (5) The miRNA is cel-miR-392-3p with sequence UAUCAUCGAUCACGUGUGAUGA. The protein sequence of the target gene is MAQWNQLQQLDTRYLEQLHQLYSDSFPMELRQFLAPWIESQDWAYAASKESHATLVFHNLLGEIDQQYSRFLQESNVLYQHNLRRIKQFLQSRYLEKPMEIARIVARCLWEESRLLQTAATAAQQGGQANHPTAAVVTEKQQMLEQHLQDVRKRVQDLEQKMKVVENLQDDFDFNYKTLKSQGDMQDLNGNNQSVTRQKMQQLEQMLTALDQMRRSIVSELAGLLSAMEYVQKTLTDEELADWKRRQQIACIGGPPNICLDRLENWITSLAESQLQTRQQIKKLEELQQKVSYKGDPIVQ.... Result: 0 (no interaction). (6) Result: 0 (no interaction). The protein sequence of the target gene is MEEKDSKPSETAAEAQRQPEPSSGGGSGGGSSPSDSDTGRRRALMLPEVLQAPGNHQHPHRITNFFIDNILRPEFGRRKDAGTCCAGAGGARGGEGGAGTTEGGGGGAGGAEQLLGARESRPNPACAPSAGGTLSAAAGDPAVDGEGGSKTLSLHGGAKKPGDPGGSLDGVLKARGLGGGDLSVSSDSDSSQASATLGAQPMLWPAWVYCTRYSDRPSSGPRSRKPKKKNPNKEDKRPRTAFTAEQLQRLKAEFQTNRYLTEQRRQSLAQELSLNESQIKIWFQNKRAKIKKATGNKNTL.... The miRNA is hsa-miR-548aj-3p with sequence UAAAAACUGCAAUUACUUUUA.